Dataset: Forward reaction prediction with 1.9M reactions from USPTO patents (1976-2016). Task: Predict the product of the given reaction. (1) Given the reactants [F:1][C:2]1[CH:24]=[CH:23][CH:22]=[CH:21][C:3]=1[CH2:4][NH:5][CH2:6][CH2:7][NH:8][C@H:9]([C:14]([O:16][C:17]([CH3:20])([CH3:19])[CH3:18])=[O:15])[C:10]([CH3:13])([CH3:12])[CH3:11].[C:25](=O)(ON1C(=O)CCC1=O)[O:26]N1C(=O)CCC1=O.C(N(CC)CC)C, predict the reaction product. The product is: [F:1][C:2]1[CH:24]=[CH:23][CH:22]=[CH:21][C:3]=1[CH2:4][N:5]1[CH2:6][CH2:7][N:8]([C@@H:9]([C:10]([CH3:13])([CH3:12])[CH3:11])[C:14]([O:16][C:17]([CH3:18])([CH3:20])[CH3:19])=[O:15])[C:25]1=[O:26]. (2) Given the reactants NC1C=CNN=1.O/[CH:8]=[C:9]1\[C:10](=[O:18])[NH:11][C:12]2[C:17]\1=[CH:16][CH:15]=[CH:14][CH:13]=2.[CH3:19][N:20]([CH3:33])[C:21]1[CH:26]=[CH:25][C:24]([C:27]2[CH:28]=[C:29]([NH2:32])[NH:30][N:31]=2)=[CH:23][CH:22]=1, predict the reaction product. The product is: [CH3:19][N:20]([CH3:33])[C:21]1[CH:22]=[CH:23][C:24]([C:27]2[CH:28]=[C:29]([NH:32][CH:8]=[C:9]3[C:17]4[C:12](=[CH:13][CH:14]=[CH:15][CH:16]=4)[NH:11][C:10]3=[O:18])[NH:30][N:31]=2)=[CH:25][CH:26]=1.